From a dataset of NCI-60 drug combinations with 297,098 pairs across 59 cell lines. Regression. Given two drug SMILES strings and cell line genomic features, predict the synergy score measuring deviation from expected non-interaction effect. Drug 1: CC12CCC3C(C1CCC2=O)CC(=C)C4=CC(=O)C=CC34C. Drug 2: C(CN)CNCCSP(=O)(O)O. Cell line: OVCAR3. Synergy scores: CSS=-2.06, Synergy_ZIP=-12.9, Synergy_Bliss=-22.2, Synergy_Loewe=-53.5, Synergy_HSA=-27.0.